Dataset: Full USPTO retrosynthesis dataset with 1.9M reactions from patents (1976-2016). Task: Predict the reactants needed to synthesize the given product. (1) The reactants are: Br[C:2]1[NH:3][C:4]2[C:9]([C:10]=1[CH3:11])=[CH:8][CH:7]=[C:6]([Br:12])[CH:5]=2.S(=O)(=O)(O)[OH:14].O1CCOCC1. Given the product [Br:12][C:6]1[CH:5]=[C:4]2[C:9]([CH:10]([CH3:11])[C:2](=[O:14])[NH:3]2)=[CH:8][CH:7]=1, predict the reactants needed to synthesize it. (2) Given the product [C:12]([O:16][C:17]([NH:1][C:2]1([C:7]([OH:9])=[O:8])[CH2:6][CH2:5][CH2:4][CH2:3]1)=[O:18])([CH3:15])([CH3:14])[CH3:13], predict the reactants needed to synthesize it. The reactants are: [NH2:1][C:2]1([C:7]([OH:9])=[O:8])[CH2:6][CH2:5][CH2:4][CH2:3]1.[OH-].[Na+].[C:12]([O:16][C:17](O[C:17]([O:16][C:12]([CH3:15])([CH3:14])[CH3:13])=[O:18])=[O:18])([CH3:15])([CH3:14])[CH3:13]. (3) The reactants are: [Si:1]([O:8][CH2:9][CH2:10][CH2:11][CH2:12][N:13]([C:18]1[C:35]([CH:36]2[CH2:38][CH2:37]2)=[CH:34][C:21]2[C:22]([C:32]#[N:33])=[C:23]([C:25]3[CH:30]=[CH:29][C:28]([F:31])=[CH:27][CH:26]=3)[O:24][C:20]=2[CH:19]=1)[S:14]([CH3:17])(=[O:16])=[O:15])([C:4]([CH3:7])([CH3:6])[CH3:5])([CH3:3])[CH3:2].[NH2:39][OH:40]. Given the product [Si:1]([O:8][CH2:9][CH2:10][CH2:11][CH2:12][N:13]([S:14]([CH3:17])(=[O:16])=[O:15])[C:18]1[C:35]([CH:36]2[CH2:37][CH2:38]2)=[CH:34][C:21]2[C:22]([C:32](=[N:39][OH:40])[NH2:33])=[C:23]([C:25]3[CH:30]=[CH:29][C:28]([F:31])=[CH:27][CH:26]=3)[O:24][C:20]=2[CH:19]=1)([C:4]([CH3:7])([CH3:5])[CH3:6])([CH3:3])[CH3:2], predict the reactants needed to synthesize it.